Dataset: Reaction yield outcomes from USPTO patents with 853,638 reactions. Task: Predict the reaction yield, written as a fraction of the theoretical maximum amount of product (1.0 means a 100% yield; for example, 0.34 means a 34% yield). The reactants are [Br:1][C:2]1[CH:3]=[C:4]([C:14]([OH:16])=O)[S:5][C:6]=1[C:7]1[N:11]([CH3:12])[N:10]=[CH:9][C:8]=1[Br:13].[NH2:17][C@@H:18]([CH2:31][C:32]1[CH:37]=[CH:36][CH:35]=[CH:34][C:33]=1[C:38]([F:41])([F:40])[F:39])[CH2:19][N:20]1[C:28](=[O:29])[C:27]2[C:22](=[CH:23][CH:24]=[CH:25][CH:26]=2)[C:21]1=[O:30].C1CN([P+](Br)(N2CCCC2)N2CCCC2)CC1.F[P-](F)(F)(F)(F)F.CCN(C(C)C)C(C)C. The catalyst is C(Cl)(Cl)Cl. The product is [Br:1][C:2]1[CH:3]=[C:4]([C:14]([NH:17][C@@H:18]([CH2:31][C:32]2[CH:37]=[CH:36][CH:35]=[CH:34][C:33]=2[C:38]([F:41])([F:39])[F:40])[CH2:19][N:20]2[C:28](=[O:29])[C:27]3[C:22](=[CH:23][CH:24]=[CH:25][CH:26]=3)[C:21]2=[O:30])=[O:16])[S:5][C:6]=1[C:7]1[N:11]([CH3:12])[N:10]=[CH:9][C:8]=1[Br:13]. The yield is 0.600.